From a dataset of Forward reaction prediction with 1.9M reactions from USPTO patents (1976-2016). Predict the product of the given reaction. (1) Given the reactants [CH:1]1([C:7]2[CH:20]=[CH:19][C:10]([O:11][CH2:12][C@H:13]3[O:17][C:16]([NH2:18])=[N:15][CH2:14]3)=[CH:9][CH:8]=2)[CH2:6][CH2:5][CH2:4][CH2:3][CH2:2]1.[C:21]1([C:27]#[C:28][C:29](OCC)=[O:30])[CH:26]=[CH:25][CH:24]=[CH:23][CH:22]=1, predict the reaction product. The product is: [CH:1]1([C:7]2[CH:20]=[CH:19][C:10]([O:11][CH2:12][C@H:13]3[O:17][C:16]4=[N:18][C:29](=[O:30])[CH:28]=[C:27]([C:21]5[CH:26]=[CH:25][CH:24]=[CH:23][CH:22]=5)[N:15]4[CH2:14]3)=[CH:9][CH:8]=2)[CH2:2][CH2:3][CH2:4][CH2:5][CH2:6]1. (2) Given the reactants [N:1]1[CH:6]=[CH:5][CH:4]=[C:3]([C:7]2[CH:8]=[C:9]([OH:13])[CH:10]=[CH:11][CH:12]=2)[CH:2]=1.Br[C:15]([CH3:22])([CH3:21])[C:16]([O:18][CH2:19][CH3:20])=[O:17].C([O-])([O-])=O.[K+].[K+], predict the reaction product. The product is: [CH2:19]([O:18][C:16](=[O:17])[C:15]([CH3:22])([O:13][C:9]1[CH:10]=[CH:11][CH:12]=[C:7]([C:3]2[CH:2]=[N:1][CH:6]=[CH:5][CH:4]=2)[CH:8]=1)[CH3:21])[CH3:20]. (3) The product is: [Cl:1][C:2]1[CH:3]=[C:4]([NH:9][C:10]2[C:19]3[C:14](=[CH:15][C:16]([O:23][C@H:24]4[CH2:28][CH2:27][O:26][CH2:25]4)=[C:17]([NH2:20])[CH:18]=3)[N:13]=[CH:12][N:11]=2)[CH:5]=[CH:6][C:7]=1[F:8]. Given the reactants [Cl:1][C:2]1[CH:3]=[C:4]([NH:9][C:10]2[C:19]3[C:14](=[CH:15][C:16]([O:23][C@H:24]4[CH2:28][CH2:27][O:26][CH2:25]4)=[C:17]([N+:20]([O-])=O)[CH:18]=3)[N:13]=[CH:12][N:11]=2)[CH:5]=[CH:6][C:7]=1[F:8].[Cl-].[NH4+].[H][H], predict the reaction product. (4) Given the reactants Br[C:2]1[CH:7]=[CH:6][C:5]([CH2:8][N:9]([CH:17]2[CH2:22][CH2:21][C:20]([CH3:24])([CH3:23])[CH2:19][CH2:18]2)[C:10](=[O:16])[O:11][C:12]([CH3:15])([CH3:14])[CH3:13])=[CH:4][CH:3]=1.[CH3:25][O:26][C:27]([C:29]1[CH:30]=[C:31](B(O)O)[CH:32]=[CH:33][CH:34]=1)=[O:28], predict the reaction product. The product is: [CH3:23][C:20]1([CH3:24])[CH2:21][CH2:22][CH:17]([N:9]([CH2:8][C:5]2[CH:6]=[CH:7][C:2]([C:33]3[CH:32]=[CH:31][CH:30]=[C:29]([C:27]([O:26][CH3:25])=[O:28])[CH:34]=3)=[CH:3][CH:4]=2)[C:10]([O:11][C:12]([CH3:15])([CH3:14])[CH3:13])=[O:16])[CH2:18][CH2:19]1. (5) Given the reactants [CH3:1][N:2]1[CH2:24][CH2:23][C:5]2[N:6]([CH2:14]C(C3C=CC=CC=3)=O)[C:7]3[CH:8]=[CH:9][C:10]([CH3:13])=[CH:11][C:12]=3[C:4]=2[CH2:3]1.[C:25]([CH:30]=P(C1C=CC=CC=1)(C1C=CC=CC=1)C1C=CC=CC=1)([O:27][CH2:28][CH3:29])=[O:26].[C:50]1([CH3:56])[CH:55]=[CH:54][CH:53]=[CH:52][CH:51]=1, predict the reaction product. The product is: [CH3:1][N:2]1[CH2:24][CH2:23][C:5]2[N:6]([CH2:14]/[C:56](/[C:50]3[CH:55]=[CH:54][CH:53]=[CH:52][CH:51]=3)=[CH:30]/[C:25]([O:27][CH2:28][CH3:29])=[O:26])[C:7]3[CH:8]=[CH:9][C:10]([CH3:13])=[CH:11][C:12]=3[C:4]=2[CH2:3]1. (6) The product is: [CH3:33][C:2]([NH:1][C:61](=[O:62])[C:60]([F:65])([F:64])[F:59])([CH3:34])[CH2:3][NH:4][C:5](=[O:32])[C:6]1[CH:11]=[CH:10][C:9](/[CH:12]=[CH:13]/[CH:14]([C:19]2[CH:24]=[C:23]([Cl:25])[C:22]([Cl:26])=[C:21]([Cl:27])[CH:20]=2)[C:15]([F:18])([F:16])[F:17])=[CH:8][C:7]=1[C:28]([F:31])([F:30])[F:29]. Given the reactants [NH2:1][C:2]([CH3:34])([CH3:33])[CH2:3][NH:4][C:5](=[O:32])[C:6]1[CH:11]=[CH:10][C:9](/[CH:12]=[CH:13]/[CH:14]([C:19]2[CH:24]=[C:23]([Cl:25])[C:22]([Cl:26])=[C:21]([Cl:27])[CH:20]=2)[C:15]([F:18])([F:17])[F:16])=[CH:8][C:7]=1[C:28]([F:31])([F:30])[F:29].F[P-](F)(F)(F)(F)F.CN(C(N(C)C)=[N+]1C2C(=NC=CC=2)[N+]([O-])=N1)C.[F:59][C:60]([F:65])([F:64])[C:61](O)=[O:62].CN1CCOCC1, predict the reaction product. (7) Given the reactants [N:1]1[CH:6]=[CH:5][C:4]([C:7]2[S:8][C:9]([C:14]3[N:18]=[CH:17][N:16]([CH2:19][O:20][CH2:21][CH2:22][Si:23]([CH3:26])([CH3:25])[CH3:24])[N:15]=3)=[C:10]([CH:12]=[O:13])[N:11]=2)=[CH:3][CH:2]=1.O1[CH2:31][CH2:30][CH2:29][CH2:28]1.CCO[CH2:35][CH3:36].[NH4+].[Cl-:38], predict the reaction product. The product is: [Cl:38][C:28]1[CH:36]=[CH:35][C:31]([CH:12]([C:10]2[N:11]=[C:7]([C:4]3[CH:5]=[CH:6][N:1]=[CH:2][CH:3]=3)[S:8][C:9]=2[C:14]2[N:18]=[CH:17][N:16]([CH2:19][O:20][CH2:21][CH2:22][Si:23]([CH3:26])([CH3:25])[CH3:24])[N:15]=2)[OH:13])=[CH:30][CH:29]=1. (8) Given the reactants [Cl:1][C:2]1[C:7]([C:8]2[CH:13]=[CH:12][CH:11]=[CH:10][CH:9]=2)=[N:6][N:5]=[C:4]2[N:14]([CH3:24])[N:15]=[C:16]([C:17]3[CH:22]=[CH:21][CH:20]=[CH:19][C:18]=3Cl)[C:3]=12.CN1C(N)=CC(C2C=CC=CC=2)=N1, predict the reaction product. The product is: [Cl:1][C:2]1[C:7]([C:8]2[CH:9]=[CH:10][CH:11]=[CH:12][CH:13]=2)=[N:6][N:5]=[C:4]2[N:14]([CH3:24])[N:15]=[C:16]([C:17]3[CH:18]=[CH:19][CH:20]=[CH:21][CH:22]=3)[C:3]=12.